This data is from Forward reaction prediction with 1.9M reactions from USPTO patents (1976-2016). The task is: Predict the product of the given reaction. (1) The product is: [F:28][C:23]1[CH:22]=[C:21]([C:11]2([C:13]3[CH:18]=[C:17]([F:19])[CH:16]=[C:15]([F:20])[CH:14]=3)[O:10][C:9]3[CH:29]=[CH:30][C:6]([C:4]([OH:5])=[O:3])=[CH:7][C:8]=3[O:12]2)[CH:26]=[C:25]([F:27])[CH:24]=1. Given the reactants C([O:3][C:4]([C:6]1[CH:30]=[CH:29][C:9]2[O:10][C:11]([C:21]3[CH:26]=[C:25]([F:27])[CH:24]=[C:23]([F:28])[CH:22]=3)([C:13]3[CH:18]=[C:17]([F:19])[CH:16]=[C:15]([F:20])[CH:14]=3)[O:12][C:8]=2[CH:7]=1)=[O:5])C.[OH-].[Na+], predict the reaction product. (2) Given the reactants [Cl:1][C:2]1[C:7]([N:8]2[CH2:13][CH2:12][NH:11][CH2:10][CH2:9]2)=[N:6][CH:5]=[CH:4][N:3]=1.[O:14]([CH2:21][CH2:22][CH2:23][OH:24])[C:15]1[CH:20]=[CH:19][CH:18]=[CH:17][CH:16]=1.O(C(C)(C)C)[K], predict the reaction product. The product is: [ClH:1].[ClH:1].[N:8]1([C:7]2[C:2]([O:24][CH2:23][CH2:22][CH2:21][O:14][C:15]3[CH:20]=[CH:19][CH:18]=[CH:17][CH:16]=3)=[N:3][CH:4]=[CH:5][N:6]=2)[CH2:13][CH2:12][NH:11][CH2:10][CH2:9]1. (3) Given the reactants [C:1]([C:3]1[CH:8]=[CH:7][C:6]([C@@H:9]2[O:14][CH2:13][C@H:12]3[CH2:15][N:16](C(OC(C)(C)C)=O)[CH2:17][CH2:18][N:11]3[CH2:10]2)=[CH:5][C:4]=1[O:26][CH3:27])#[N:2].[ClH:28], predict the reaction product. The product is: [ClH:28].[CH3:27][O:26][C:4]1[CH:5]=[C:6]([C@@H:9]2[O:14][CH2:13][C@H:12]3[CH2:15][NH:16][CH2:17][CH2:18][N:11]3[CH2:10]2)[CH:7]=[CH:8][C:3]=1[C:1]#[N:2]. (4) Given the reactants C(=O)([O-])[O-].[Cs+].[Cs+].[Cl:7][C:8]1[CH:9]=[CH:10][C:11](F)=[N:12][CH:13]=1.[CH2:15]([SH:22])[C:16]1[CH:21]=[CH:20][CH:19]=[CH:18][CH:17]=1, predict the reaction product. The product is: [CH2:15]([S:22][C:11]1[CH:10]=[CH:9][C:8]([Cl:7])=[CH:13][N:12]=1)[C:16]1[CH:21]=[CH:20][CH:19]=[CH:18][CH:17]=1. (5) Given the reactants C(O)C.[Cl:4][C:5]1[CH:6]=[C:7]([C:11]2[C:16]([O:17][CH3:18])=[CH:15][CH:14]=[C:13]([CH2:19][C:20]3[CH:25]=[CH:24][C:23]([N+:26]([O-])=O)=[CH:22][CH:21]=3)[C:12]=2[F:29])[CH:8]=[CH:9][CH:10]=1, predict the reaction product. The product is: [Cl:4][C:5]1[CH:6]=[C:7]([C:11]2[C:16]([O:17][CH3:18])=[CH:15][CH:14]=[C:13]([CH2:19][C:20]3[CH:21]=[CH:22][C:23]([NH2:26])=[CH:24][CH:25]=3)[C:12]=2[F:29])[CH:8]=[CH:9][CH:10]=1.